Regression/Classification. Given a drug SMILES string, predict its toxicity properties. Task type varies by dataset: regression for continuous values (e.g., LD50, hERG inhibition percentage) or binary classification for toxic/non-toxic outcomes (e.g., AMES mutagenicity, cardiotoxicity, hepatotoxicity). Dataset: ames. From a dataset of Ames mutagenicity test results for genotoxicity prediction. (1) The drug is Cc1cn(C2CC(N=[N+]=[N-])C(CO)O2)c(=O)[nH]c1=O. The result is 1 (mutagenic). (2) The drug is Cc1c2c(nc3ccc(CO)cc13)-c1ccccc1C1OC21. The result is 0 (non-mutagenic). (3) The drug is CN(C)c1ccc(C(=C2C=CC(=[N+](C)C)C=C2)c2c(O)c(S(=O)(=O)O)cc3cc(S(=O)(=O)O)ccc23)cc1. The result is 0 (non-mutagenic). (4) The molecule is N#CCCl. The result is 0 (non-mutagenic). (5) The drug is CC(=O)Nc1snc2ccccc12. The result is 1 (mutagenic). (6) The drug is O=C1NCNC(=O)N1. The result is 1 (mutagenic).